This data is from Reaction yield outcomes from USPTO patents with 853,638 reactions. The task is: Predict the reaction yield, written as a fraction of the theoretical maximum amount of product (1.0 means a 100% yield; for example, 0.34 means a 34% yield). (1) The reactants are [NH2:1][C:2]1[C:20]([Br:21])=[CH:19][C:5]([CH2:6][C@H:7]([C:16]([OH:18])=O)[NH:8][C:9]([O:11][C:12]([CH3:15])([CH3:14])[CH3:13])=[O:10])=[CH:4][C:3]=1[Br:22].[N:23]1[CH:28]=[CH:27][C:26]([N:29]2[CH2:34][CH2:33][NH:32][CH2:31][CH2:30]2)=[N:25][CH:24]=1.CN(C(ON1N=NC2C=CC=CC1=2)=[N+](C)C)C.[B-](F)(F)(F)F. No catalyst specified. The product is [NH2:1][C:2]1[C:3]([Br:22])=[CH:4][C:5]([CH2:6][C@H:7]([C:16]([N:32]2[CH2:33][CH2:34][N:29]([C:26]3[CH:27]=[CH:28][N:23]=[CH:24][N:25]=3)[CH2:30][CH2:31]2)=[O:18])[NH:8][C:9]([O:11][C:12]([CH3:13])([CH3:14])[CH3:15])=[O:10])=[CH:19][C:20]=1[Br:21]. The yield is 0.920. (2) The yield is 0.940. The reactants are [CH2:1]([O:8][C:9](=[O:15])[N:10]([CH2:12][CH2:13][OH:14])[CH3:11])[C:2]1[CH:7]=[CH:6][CH:5]=[CH:4][CH:3]=1.[Si:16](Cl)([C:29]([CH3:32])([CH3:31])[CH3:30])([C:23]1[CH:28]=[CH:27][CH:26]=[CH:25][CH:24]=1)[C:17]1[CH:22]=[CH:21][CH:20]=[CH:19][CH:18]=1.N1C=CN=C1.CO. The product is [CH2:1]([O:8][C:9](=[O:15])[N:10]([CH2:12][CH2:13][O:14][Si:16]([C:29]([CH3:32])([CH3:31])[CH3:30])([C:23]1[CH:24]=[CH:25][CH:26]=[CH:27][CH:28]=1)[C:17]1[CH:22]=[CH:21][CH:20]=[CH:19][CH:18]=1)[CH3:11])[C:2]1[CH:7]=[CH:6][CH:5]=[CH:4][CH:3]=1. The catalyst is CN(C)C=O. (3) The reactants are [OH-].[Li+].[C:3]([O:7][CH:8]([C:12]1[CH2:17][CH2:16][CH2:15][CH2:14][C:13]=1[C:18]1[CH:19]=[CH:20][C:21]2[O:26][CH2:25][CH2:24][CH2:23][C:22]=2[CH:27]=1)[C:9]([O-:11])=[O:10])([CH3:6])([CH3:5])[CH3:4].O1CC[CH2:30][CH2:29]1. The catalyst is O. The product is [C:3]([O:7][CH:8]([C:12]1[CH2:17][CH2:16][CH2:15][CH2:14][C:13]=1[C:18]1[CH:19]=[CH:20][C:21]2[O:26][CH2:25][CH2:24][CH2:23][C:22]=2[CH:27]=1)[C:9]([O:11][CH2:29][CH3:30])=[O:10])([CH3:6])([CH3:4])[CH3:5]. The yield is 0.630. (4) The reactants are Cl[C:2]1[C:7]2=[CH:8][CH:9]=[CH:10][N:6]2[N:5]=[CH:4][N:3]=1.[F:11][C:12]1[CH:17]=[C:16]([N+:18]([O-:20])=[O:19])[CH:15]=[CH:14][C:13]=1[OH:21].C(=O)([O-])[O-].[K+].[K+]. The catalyst is CN(C)C=O. The yield is 0.580. The product is [F:11][C:12]1[CH:17]=[C:16]([N+:18]([O-:20])=[O:19])[CH:15]=[CH:14][C:13]=1[O:21][C:2]1[C:7]2=[CH:8][CH:9]=[CH:10][N:6]2[N:5]=[CH:4][N:3]=1. (5) The yield is 0.880. The catalyst is [Pd]. The product is [ClH:1].[N:2]1[CH:3]=[CH:4][N:5]2[CH2:10][CH:9]([C:11]([O:13][CH2:14][CH3:15])=[O:12])[CH2:8][CH2:7][C:6]=12. The reactants are [ClH:1].[N:2]1[CH:3]=[CH:4][N:5]2[CH:10]=[C:9]([C:11]([O:13][CH3:14])=[O:12])[CH:8]=[CH:7][C:6]=12.[CH2:15](O)C. (6) No catalyst specified. The yield is 0.560. The reactants are [CH3:1][O:2][C:3]([NH:5][C@@H:6]([CH:59]([CH3:61])[CH3:60])[C:7]([N:9]1[C@H:13]([C:14]2[NH:18][C:17]3[C:19]4[C:24]([CH:25]=[CH:26][C:16]=3[N:15]=2)=[CH:23][C:22]2[C:27]3[C:32]([CH2:33][O:34][C:21]=2[CH:20]=4)=[CH:31][C:30]([C:35]2[NH:39][C:38]([CH:40]4[CH2:44][CH2:43][CH2:42][N:41]4[C:45](=[O:55])[C@@H:46]([NH:50][C:51](=[O:54])[O:52][CH3:53])[CH:47]([CH3:49])[CH3:48])=[N:37][CH:36]=2)=[CH:29][CH:28]=3)[CH2:12][C@@H:11]2[CH2:56][CH2:57][CH2:58][C@H:10]12)=[O:8])=[O:4].[CH3:62][O:63][C:64](N[C@@H](C(C)C)C(O)=O)=O. The product is [CH3:1][O:2][C:3]([NH:5][C@@H:6]([CH:59]([CH3:61])[CH3:60])[C:7]([N:9]1[C@H:13]([C:14]2[NH:18][C:17]3[C:19]4[C:24]([CH:25]=[CH:26][C:16]=3[N:15]=2)=[CH:23][C:22]2[C:27]3[C:32]([CH2:33][O:34][C:21]=2[CH:20]=4)=[CH:31][C:30]([C:35]2[NH:39][C:38]([CH:40]4[CH2:44][CH2:43][CH2:42][N:41]4[C:45](=[O:55])[C@@H:46]([NH:50][C:51](=[O:54])[O:52][CH3:53])[CH:47]4[CH2:49][CH2:64][O:63][CH2:62][CH2:48]4)=[N:37][CH:36]=2)=[CH:29][CH:28]=3)[CH2:12][C@@H:11]2[CH2:56][CH2:57][CH2:58][C@H:10]12)=[O:8])=[O:4].